From a dataset of Catalyst prediction with 721,799 reactions and 888 catalyst types from USPTO. Predict which catalyst facilitates the given reaction. (1) Reactant: [Cl:1][C:2]1[CH:28]=[C:27]([Cl:29])[CH:26]=[CH:25][C:3]=1[C:4]([C:6]1[O:7][C:8]2[CH:15]=[C:14]([C:16]3[CH:17]=[C:18]([CH:22]=[CH:23][CH:24]=3)[C:19](O)=[O:20])[CH:13]=[CH:12][C:9]=2[C:10]=1[CH3:11])=[O:5].[CH3:30][O:31][CH2:32][CH2:33][NH2:34].CCN=C=NCCCN(C)C.C(N(CC)C(C)C)(C)C. Product: [Cl:1][C:2]1[CH:28]=[C:27]([Cl:29])[CH:26]=[CH:25][C:3]=1[C:4]([C:6]1[O:7][C:8]2[CH:15]=[C:14]([C:16]3[CH:17]=[C:18]([CH:22]=[CH:23][CH:24]=3)[C:19]([NH:34][CH2:33][CH2:32][O:31][CH3:30])=[O:20])[CH:13]=[CH:12][C:9]=2[C:10]=1[CH3:11])=[O:5]. The catalyst class is: 154. (2) Reactant: [Br:1][C:2]1[CH:9]=[CH:8][C:5]([CH:6]=O)=[C:4]([S:10]([CH3:13])(=[O:12])=[O:11])[CH:3]=1.[NH:14]1[CH2:19][CH2:18][O:17][CH2:16][CH2:15]1.[BH3-]C#N.[Na+].CC(O)=O. Product: [Br:1][C:2]1[CH:9]=[CH:8][C:5]([CH2:6][N:14]2[CH2:19][CH2:18][O:17][CH2:16][CH2:15]2)=[C:4]([S:10]([CH3:13])(=[O:12])=[O:11])[CH:3]=1. The catalyst class is: 5. (3) Reactant: [CH2:1]([N:8]1[C:12](/[CH:13]=[C:14](/[C:19]([O:21][CH2:22][CH3:23])=[O:20])\[CH2:15][C:16]([OH:18])=O)=[CH:11][N:10]=[C:9]1[CH3:24])[C:2]1[CH:7]=[CH:6][CH:5]=[CH:4][CH:3]=1.[C:25](O[C:25](=[O:32])[C:26]1[CH:31]=[CH:30][CH:29]=[CH:28][CH:27]=1)(=[O:32])[C:26]1[CH:31]=[CH:30][CH:29]=[CH:28][CH:27]=1. Product: [C:25]([O:18][C:16]1[C:11]2[N:10]=[C:9]([CH3:24])[N:8]([CH2:1][C:2]3[CH:3]=[CH:4][CH:5]=[CH:6][CH:7]=3)[C:12]=2[CH:13]=[C:14]([C:19]([O:21][CH2:22][CH3:23])=[O:20])[CH:15]=1)(=[O:32])[C:26]1[CH:31]=[CH:30][CH:29]=[CH:28][CH:27]=1. The catalyst class is: 10. (4) Reactant: [CH2:1]([C:3]1[O:7][N:6]=[C:5]([C@H:8]2[O:12][CH:11]([OH:13])[C@H:10]([OH:14])[C@@H:9]2[OH:15])[CH:4]=1)[CH3:2].C(O[C:20](=[O:22])[CH3:21])(=O)C. Product: [C:3]([O:15][C@H:9]1[C@@H:10]([O:14][C:11](=[O:12])[CH3:10])[CH:11]([O:13][C:20](=[O:22])[CH3:21])[O:12][C@@H:8]1[C:5]1[CH:4]=[C:3]([CH2:1][CH3:2])[O:7][N:6]=1)(=[O:7])[CH3:1]. The catalyst class is: 17. (5) Reactant: [F:1][C:2]([F:16])([F:15])[C:3]1[CH:8]=[CH:7][C:6]([CH2:9][C:10]([O:12][CH2:13][CH3:14])=[O:11])=[CH:5][CH:4]=1.C[Si]([N-][Si](C)(C)C)(C)C.[Li+].Br[CH2:28][C:29]#[N:30]. Product: [C:29]([CH2:28][CH:9]([C:6]1[CH:5]=[CH:4][C:3]([C:2]([F:15])([F:16])[F:1])=[CH:8][CH:7]=1)[C:10]([O:12][CH2:13][CH3:14])=[O:11])#[N:30]. The catalyst class is: 7. (6) Reactant: C1C=CC(P(C2C=CC=CC=2)C2C=CC=CC=2)=CC=1.[Br:20]Br.CCN(C(C)C)C(C)C.O[CH2:32][C:33]1[CH:34]=[C:35]([CH:63]=[CH:64][CH:65]=1)[O:36][C:37]([O:39][CH2:40]/[C:41](/[C:53]1[CH:58]=[CH:57][C:56]([S:59]([CH3:62])(=[O:61])=[O:60])=[CH:55][CH:54]=1)=[C:42](/[C:47]1[CH:52]=[CH:51][CH:50]=[CH:49][CH:48]=1)\[C:43]([O:45][CH3:46])=[O:44])=[O:38]. Product: [Br:20][CH2:32][C:33]1[CH:34]=[C:35]([CH:63]=[CH:64][CH:65]=1)[O:36][C:37]([O:39][CH2:40]/[C:41](/[C:53]1[CH:58]=[CH:57][C:56]([S:59]([CH3:62])(=[O:61])=[O:60])=[CH:55][CH:54]=1)=[C:42](/[C:47]1[CH:52]=[CH:51][CH:50]=[CH:49][CH:48]=1)\[C:43]([O:45][CH3:46])=[O:44])=[O:38]. The catalyst class is: 2. (7) The catalyst class is: 3. Product: [F:1][C:2]1[CH:7]=[CH:6][C:5]([C:8]2[N:9]=[N:10][N:11]([CH3:18])[C:12]=2[C:13]2[N:14]=[CH:15][N:16]([C:20]3[CH:25]=[CH:24][C:23]([C:26]([F:29])([F:28])[F:27])=[CH:22][N:21]=3)[CH:17]=2)=[CH:4][CH:3]=1. Reactant: [F:1][C:2]1[CH:7]=[CH:6][C:5]([C:8]2[N:9]=[N:10][N:11]([CH3:18])[C:12]=2[C:13]2[N:14]=[CH:15][NH:16][CH:17]=2)=[CH:4][CH:3]=1.Cl[C:20]1[CH:25]=[CH:24][C:23]([C:26]([F:29])([F:28])[F:27])=[CH:22][N:21]=1.C(=O)([O-])[O-].[K+].[K+].O. (8) Reactant: [CH3:1][C:2]1([CH3:9])[O:6][CH:5]([CH2:7][OH:8])[CH2:4][O:3]1.[H-].[Na+].Cl[C:13]1[N:18]=[C:17]([NH2:19])[CH:16]=[N:15][CH:14]=1. The catalyst class is: 12. Product: [CH3:1][C:2]1([CH3:9])[O:6][CH:5]([CH2:7][O:8][C:13]2[N:18]=[C:17]([NH2:19])[CH:16]=[N:15][CH:14]=2)[CH2:4][O:3]1.